From a dataset of Full USPTO retrosynthesis dataset with 1.9M reactions from patents (1976-2016). Predict the reactants needed to synthesize the given product. (1) Given the product [C:9]([C:6]1[CH:5]=[N:4][C:3]([O:2][CH3:1])=[N:8][CH:7]=1)#[CH:10], predict the reactants needed to synthesize it. The reactants are: [CH3:1][O:2][C:3]1[N:8]=[CH:7][C:6]([C:9]#[C:10][Si](C)(C)C)=[CH:5][N:4]=1.[F-].[K+].C(OCC)C. (2) Given the product [C:36]([NH:39][C:40]1[CH:45]=[CH:44][C:43]([C:2]2[CH:7]=[C:6]([N:8]3[CH2:13][CH2:12][O:11][CH2:10][CH2:9]3)[N:5]=[C:4]([C:14]3[CH:19]=[CH:18][CH:17]=[C:16]([NH:20][C:21]([CH:23]4[CH2:24][CH2:25][NH:26][CH2:27][CH2:28]4)=[O:22])[CH:15]=3)[N:3]=2)=[CH:42][CH:41]=1)(=[O:38])[CH3:37], predict the reactants needed to synthesize it. The reactants are: Br[C:2]1[CH:7]=[C:6]([N:8]2[CH2:13][CH2:12][O:11][CH2:10][CH2:9]2)[N:5]=[C:4]([C:14]2[CH:19]=[CH:18][CH:17]=[C:16]([NH:20][C:21]([CH:23]3[CH2:28][CH2:27][N:26](C(OC(C)(C)C)=O)[CH2:25][CH2:24]3)=[O:22])[CH:15]=2)[N:3]=1.[C:36]([NH:39][C:40]1[CH:45]=[CH:44][C:43](B(O)O)=[CH:42][CH:41]=1)(=[O:38])[CH3:37].C(=O)(O)[O-].[Na+]. (3) Given the product [Cl:14][CH2:15][C:16]([N:1]1[CH2:6][CH2:5][O:4][CH2:3][CH2:2]1)=[O:17], predict the reactants needed to synthesize it. The reactants are: [NH:1]1[CH2:6][CH2:5][O:4][CH2:3][CH2:2]1.C(N(CC)CC)C.[Cl:14][CH2:15][C:16](Cl)=[O:17].